Dataset: Catalyst prediction with 721,799 reactions and 888 catalyst types from USPTO. Task: Predict which catalyst facilitates the given reaction. (1) Reactant: [CH3:1][O:2][C:3]1[C:8]([CH3:9])=[CH:7][C:6]([CH3:10])=[CH:5][C:4]=1/[CH:11]=[CH:12]/[C:13]([OH:15])=[O:14].[H][H]. Product: [CH3:1][O:2][C:3]1[C:8]([CH3:9])=[CH:7][C:6]([CH3:10])=[CH:5][C:4]=1[CH2:11][CH2:12][C:13]([OH:15])=[O:14]. The catalyst class is: 285. (2) Reactant: [C:1]([C:4]1[CH:9]=[N:8][CH:7]=[CH:6][N:5]=1)(=[O:3])[CH3:2].C(O)(=O)C.[BrH:14].CC(O)=O.[Br-].[Br-].[Br-].[NH+]1C=CC=CC=1.[NH+]1C=CC=CC=1.[NH+]1C=CC=CC=1. Product: [BrH:14].[Br:14][CH2:2][C:1]([C:4]1[CH:9]=[N:8][CH:7]=[CH:6][N:5]=1)=[O:3]. The catalyst class is: 28. (3) Reactant: [Cl:1][C:2]1[CH:10]=[CH:9][C:5]([C:6]([OH:8])=O)=[C:4]([CH:11]2[CH2:13][CH2:12]2)[N:3]=1.ON1C2C=CC=CC=2N=N1.Cl.CN(C)[CH2:27][CH2:28][CH2:29][N:30]=C=NCC.C(N1C[CH2:42][O:41][CH2:40][CH2:39]1)C.O1CCC(NC)CC1. Product: [Cl:1][C:2]1[CH:10]=[CH:9][C:5]([C:6]([NH:30][CH2:29][CH:28]2[CH2:27][CH2:42][O:41][CH2:40][CH2:39]2)=[O:8])=[C:4]([CH:11]2[CH2:13][CH2:12]2)[N:3]=1. The catalyst class is: 35. (4) Reactant: [OH:1][NH:2][C:3]([CH:5]([CH2:9][CH:10]([CH3:12])[CH3:11])[C:6]([OH:8])=[O:7])=[O:4].CCN(C(C)C)C(C)C.[C:22](Cl)(=[O:27])[C:23]([CH3:26])([CH3:25])[CH3:24]. Product: [CH3:24][C:23]([CH3:26])([CH3:25])[C:22]([O:1][NH:2][C:3]([CH:5]([CH2:9][CH:10]([CH3:12])[CH3:11])[C:6]([OH:8])=[O:7])=[O:4])=[O:27]. The catalyst class is: 2. (5) Reactant: C(OC(=O)[NH:7][C:8]([CH3:35])([CH3:34])[CH2:9][NH:10][CH:11]([C:15]1[N:24]([CH2:25][C:26]2[CH:31]=[CH:30][CH:29]=[CH:28][CH:27]=2)[C:23](=[O:32])[C:22]2[C:17](=[CH:18][C:19]([Cl:33])=[CH:20][CH:21]=2)[N:16]=1)[CH:12]([CH3:14])[CH3:13])(C)(C)C.FC(F)(F)C(O)=O. Product: [NH2:7][C:8]([CH3:35])([CH3:34])[CH2:9][NH:10][CH:11]([C:15]1[N:24]([CH2:25][C:26]2[CH:27]=[CH:28][CH:29]=[CH:30][CH:31]=2)[C:23](=[O:32])[C:22]2[C:17](=[CH:18][C:19]([Cl:33])=[CH:20][CH:21]=2)[N:16]=1)[CH:12]([CH3:14])[CH3:13]. The catalyst class is: 4. (6) Reactant: [OH:1][C@@H:2]1[CH2:6][CH2:5][NH:4][C:3]1=[O:7].C(N(CC)CC)C.[CH3:15][S:16](O[S:16]([CH3:15])(=[O:18])=[O:17])(=[O:18])=[O:17]. Product: [O:7]=[C:3]1[C@@H:2]([O:1][S:16]([CH3:15])(=[O:18])=[O:17])[CH2:6][CH2:5][NH:4]1. The catalyst class is: 2. (7) Reactant: [NH2:1][CH2:2][C:3]1[C:4](=[N:9][NH:10][C:11]2[CH:16]=[CH:15][CH:14]=[C:13]([F:17])[CH:12]=2)[C:5]([NH2:8])=[N:6][N:7]=1.CCN(C(C)C)C(C)C.[CH2:27]([S:31](Cl)(=[O:33])=[O:32])[CH2:28][CH2:29][CH3:30]. Product: [NH2:8][C:5]1[C:4](=[N:9][NH:10][C:11]2[CH:16]=[CH:15][CH:14]=[C:13]([F:17])[CH:12]=2)[C:3]([CH2:2][NH:1][S:31]([CH2:27][CH2:28][CH2:29][CH3:30])(=[O:33])=[O:32])=[N:7][N:6]=1. The catalyst class is: 3.